This data is from Reaction yield outcomes from USPTO patents with 853,638 reactions. The task is: Predict the reaction yield, written as a fraction of the theoretical maximum amount of product (1.0 means a 100% yield; for example, 0.34 means a 34% yield). The reactants are C([Li])CCC.CCCCCC.Br[C:13]1[CH:18]=[C:17]([C:19]([CH3:22])([CH3:21])[CH3:20])[CH:16]=[CH:15][C:14]=1[O:23][CH2:24][O:25][CH2:26][CH2:27][O:28][CH3:29].[B:30](OC)([O:33]C)[O:31]C. The catalyst is O1CCCC1. The product is [C:19]([C:17]1[CH:16]=[CH:15][C:14]([O:23][CH2:24][O:25][CH2:26][CH2:27][O:28][CH3:29])=[C:13]([B:30]([OH:33])[OH:31])[CH:18]=1)([CH3:22])([CH3:21])[CH3:20]. The yield is 0.980.